Dataset: Reaction yield outcomes from USPTO patents with 853,638 reactions. Task: Predict the reaction yield, written as a fraction of the theoretical maximum amount of product (1.0 means a 100% yield; for example, 0.34 means a 34% yield). The reactants are [OH:1][C:2]([C:4]([F:7])([F:6])[F:5])=[O:3].Cl[C:9]1[N:14]=[N:13][C:12]([O:15][CH2:16][CH2:17][C@@H:18]([N:20]([C:35]([C@H:37]2[CH2:42][CH2:41][C@H:40]([CH3:43])[CH2:39][CH2:38]2)=[O:36])[C:21]2[CH:25]=[C:24]([C:26]#[C:27][C:28]([CH3:31])([CH3:30])[CH3:29])[S:23][C:22]=2[C:32]([OH:34])=[O:33])[CH3:19])=[CH:11][CH:10]=1.CC([O-])=[O:46].[Na+]. The catalyst is CC(O)=O.CO. The product is [OH:3][C:2]([C:4]([F:7])([F:6])[F:5])=[O:1].[CH3:29][C:28]([CH3:31])([CH3:30])[C:27]#[C:26][C:24]1[S:23][C:22]([C:32]([OH:34])=[O:33])=[C:21]([N:20]([C@@H:18]([CH3:19])[CH2:17][CH2:16][O:15][C:12]2[N:13]=[N:14][C:9]([OH:46])=[CH:10][CH:11]=2)[C:35]([C@H:37]2[CH2:42][CH2:41][C@H:40]([CH3:43])[CH2:39][CH2:38]2)=[O:36])[CH:25]=1. The yield is 0.130.